This data is from Peptide-MHC class II binding affinity with 134,281 pairs from IEDB. The task is: Regression. Given a peptide amino acid sequence and an MHC pseudo amino acid sequence, predict their binding affinity value. This is MHC class II binding data. The peptide sequence is GELQIVDNIDAAFKI. The MHC is DRB3_0202 with pseudo-sequence DRB3_0202. The binding affinity (normalized) is 0.219.